This data is from Full USPTO retrosynthesis dataset with 1.9M reactions from patents (1976-2016). The task is: Predict the reactants needed to synthesize the given product. (1) Given the product [CH3:1][O:2][C:3](=[O:29])[CH2:4][C:5]1[CH:6]=[C:7]([C:13]2[CH:18]=[CH:17][C:16]([C:19]([F:22])([F:20])[F:21])=[CH:15][C:14]=2[CH2:23][N:24]([C:31]([O:33][CH2:34][C:35]2[CH:40]=[CH:39][CH:38]=[CH:37][CH:36]=2)=[O:32])[CH:25]2[CH2:26][CH2:27][CH2:28]2)[C:8]([O:11][CH3:12])=[CH:9][CH:10]=1, predict the reactants needed to synthesize it. The reactants are: [CH3:1][O:2][C:3](=[O:29])[CH2:4][C:5]1[CH:6]=[C:7]([C:13]2[CH:18]=[CH:17][C:16]([C:19]([F:22])([F:21])[F:20])=[CH:15][C:14]=2[CH2:23][NH:24][CH:25]2[CH2:28][CH2:27][CH2:26]2)[C:8]([O:11][CH3:12])=[CH:9][CH:10]=1.Cl[C:31]([O:33][CH2:34][C:35]1[CH:40]=[CH:39][CH:38]=[CH:37][CH:36]=1)=[O:32]. (2) Given the product [Cl:1][C:2]1[CH:7]=[CH:6][C:5]([NH:8][C:9]2[C:12](=[O:13])[C:11](=[O:14])[C:10]=2[NH:15][C:16]2[S:26][C:19]3[CH2:20][N:21]([CH2:24][CH3:25])[CH2:22][CH2:23][C:18]=3[C:17]=2[C:27]([OH:29])=[O:28])=[CH:4][CH:3]=1, predict the reactants needed to synthesize it. The reactants are: [Cl:1][C:2]1[CH:7]=[CH:6][C:5]([NH:8][C:9]2[C:12](=[O:13])[C:11](=[O:14])[C:10]=2[NH:15][C:16]2[S:26][C:19]3[CH2:20][N:21]([CH2:24][CH3:25])[CH2:22][CH2:23][C:18]=3[C:17]=2[C:27]([O:29]C(C)(C)C)=[O:28])=[CH:4][CH:3]=1.FC(F)(F)C(O)=O.